The task is: Predict which catalyst facilitates the given reaction.. This data is from Catalyst prediction with 721,799 reactions and 888 catalyst types from USPTO. (1) Reactant: [Cl:1][C:2]1[CH:25]=[CH:24][C:5]([CH2:6][N:7]2[C:12]3[S:13][C:14]4[CH2:19][NH:18][CH2:17][CH2:16][C:15]=4[C:11]=3[C:10]3=[N:20][CH:21]=[N:22][N:9]3[C:8]2=[O:23])=[CH:4][CH:3]=1.[N:26]1[CH:31]=[CH:30][N:29]=[CH:28][C:27]=1[C:32](O)=[O:33].CN(C(ON1N=NC2C=CC=NC1=2)=[N+](C)C)C.F[P-](F)(F)(F)(F)F.C(N(CC)CC)C. The catalyst class is: 3. Product: [Cl:1][C:2]1[CH:3]=[CH:4][C:5]([CH2:6][N:7]2[C:12]3[S:13][C:14]4[CH2:19][N:18]([C:32]([C:27]5[CH:28]=[N:29][CH:30]=[CH:31][N:26]=5)=[O:33])[CH2:17][CH2:16][C:15]=4[C:11]=3[C:10]3=[N:20][CH:21]=[N:22][N:9]3[C:8]2=[O:23])=[CH:24][CH:25]=1. (2) Reactant: CC1C=CC(S(O[CH2:12][CH:13]2[O:18][C:17]3[CH:19]=[C:20]([O:23][S:24]([CH3:27])(=[O:26])=[O:25])[CH:21]=[CH:22][C:16]=3[O:15][CH2:14]2)(=O)=O)=CC=1.[NH:28]1[CH2:33][CH2:32][O:31][CH2:30][CH2:29]1. Product: [CH3:27][S:24]([O:23][C:20]1[CH:21]=[CH:22][C:16]2[O:15][CH2:14][CH:13]([CH2:12][N:28]3[CH2:33][CH2:32][O:31][CH2:30][CH2:29]3)[O:18][C:17]=2[CH:19]=1)(=[O:25])=[O:26]. The catalyst class is: 10. (3) Reactant: [CH3:1][C:2]1([CH3:14])[C:10](=[O:11])[C:9]2[C:4](=[CH:5][CH:6]=[C:7]([C:12]#[N:13])[CH:8]=2)[CH2:3]1.[BH4-].[Na+].Cl. Product: [OH:11][CH:10]1[C:9]2[C:4](=[CH:5][CH:6]=[C:7]([C:12]#[N:13])[CH:8]=2)[CH2:3][C:2]1([CH3:14])[CH3:1]. The catalyst class is: 8.